Dataset: NCI-60 drug combinations with 297,098 pairs across 59 cell lines. Task: Regression. Given two drug SMILES strings and cell line genomic features, predict the synergy score measuring deviation from expected non-interaction effect. (1) Drug 1: CC1OCC2C(O1)C(C(C(O2)OC3C4COC(=O)C4C(C5=CC6=C(C=C35)OCO6)C7=CC(=C(C(=C7)OC)O)OC)O)O. Drug 2: C(CN)CNCCSP(=O)(O)O. Cell line: A549. Synergy scores: CSS=36.2, Synergy_ZIP=-0.521, Synergy_Bliss=-2.06, Synergy_Loewe=-42.0, Synergy_HSA=-2.94. (2) Drug 1: C1=CC(=C2C(=C1NCCNCCO)C(=O)C3=C(C=CC(=C3C2=O)O)O)NCCNCCO. Drug 2: CC1=C(C(CCC1)(C)C)C=CC(=CC=CC(=CC(=O)O)C)C. Cell line: EKVX. Synergy scores: CSS=5.27, Synergy_ZIP=-3.99, Synergy_Bliss=-5.33, Synergy_Loewe=-29.0, Synergy_HSA=-7.41. (3) Drug 1: CC(CN1CC(=O)NC(=O)C1)N2CC(=O)NC(=O)C2. Drug 2: CC1C(C(CC(O1)OC2CC(CC3=C2C(=C4C(=C3O)C(=O)C5=C(C4=O)C(=CC=C5)OC)O)(C(=O)CO)O)N)O.Cl. Cell line: NCI-H322M. Synergy scores: CSS=30.2, Synergy_ZIP=-1.83, Synergy_Bliss=-1.78, Synergy_Loewe=-30.1, Synergy_HSA=-0.585. (4) Drug 1: C1CN1P(=S)(N2CC2)N3CC3. Drug 2: CC1CCCC2(C(O2)CC(NC(=O)CC(C(C(=O)C(C1O)C)(C)C)O)C(=CC3=CSC(=N3)C)C)C. Cell line: NCI/ADR-RES. Synergy scores: CSS=15.3, Synergy_ZIP=-4.09, Synergy_Bliss=-0.285, Synergy_Loewe=-2.23, Synergy_HSA=-0.608. (5) Synergy scores: CSS=36.6, Synergy_ZIP=-7.49, Synergy_Bliss=-0.871, Synergy_Loewe=-11.2, Synergy_HSA=2.22. Drug 1: CC1OCC2C(O1)C(C(C(O2)OC3C4COC(=O)C4C(C5=CC6=C(C=C35)OCO6)C7=CC(=C(C(=C7)OC)O)OC)O)O. Cell line: SF-268. Drug 2: CCC1(CC2CC(C3=C(CCN(C2)C1)C4=CC=CC=C4N3)(C5=C(C=C6C(=C5)C78CCN9C7C(C=CC9)(C(C(C8N6C)(C(=O)OC)O)OC(=O)C)CC)OC)C(=O)OC)O.OS(=O)(=O)O. (6) Drug 1: C1=CC(=C2C(=C1NCCNCCO)C(=O)C3=C(C=CC(=C3C2=O)O)O)NCCNCCO. Cell line: SNB-19. Drug 2: CC1=C(C(CCC1)(C)C)C=CC(=CC=CC(=CC(=O)O)C)C. Synergy scores: CSS=36.9, Synergy_ZIP=0.876, Synergy_Bliss=0.00539, Synergy_Loewe=-30.4, Synergy_HSA=-2.58. (7) Drug 1: CC1OCC2C(O1)C(C(C(O2)OC3C4COC(=O)C4C(C5=CC6=C(C=C35)OCO6)C7=CC(=C(C(=C7)OC)O)OC)O)O. Drug 2: CC(C1=C(C=CC(=C1Cl)F)Cl)OC2=C(N=CC(=C2)C3=CN(N=C3)C4CCNCC4)N. Cell line: K-562. Synergy scores: CSS=38.3, Synergy_ZIP=-12.0, Synergy_Bliss=-9.78, Synergy_Loewe=-12.1, Synergy_HSA=-8.55. (8) Drug 1: C1CC(=O)NC(=O)C1N2CC3=C(C2=O)C=CC=C3N. Drug 2: CC12CCC3C(C1CCC2=O)CC(=C)C4=CC(=O)C=CC34C. Cell line: SF-539. Synergy scores: CSS=33.7, Synergy_ZIP=-1.46, Synergy_Bliss=-2.66, Synergy_Loewe=-0.849, Synergy_HSA=-0.677. (9) Drug 1: C1=NC2=C(N=C(N=C2N1C3C(C(C(O3)CO)O)O)F)N. Drug 2: C1=NC2=C(N1)C(=S)N=CN2. Cell line: BT-549. Synergy scores: CSS=39.1, Synergy_ZIP=-12.5, Synergy_Bliss=-4.65, Synergy_Loewe=-5.37, Synergy_HSA=0.402.